From a dataset of NCI-60 drug combinations with 297,098 pairs across 59 cell lines. Regression. Given two drug SMILES strings and cell line genomic features, predict the synergy score measuring deviation from expected non-interaction effect. (1) Drug 1: CN1C(=O)N2C=NC(=C2N=N1)C(=O)N. Drug 2: C1=NC2=C(N=C(N=C2N1C3C(C(C(O3)CO)O)F)Cl)N. Cell line: M14. Synergy scores: CSS=14.7, Synergy_ZIP=-3.39, Synergy_Bliss=1.44, Synergy_Loewe=-6.64, Synergy_HSA=2.48. (2) Drug 1: CC1=CC2C(CCC3(C2CCC3(C(=O)C)OC(=O)C)C)C4(C1=CC(=O)CC4)C. Drug 2: CC(C)NC(=O)C1=CC=C(C=C1)CNNC.Cl. Cell line: SF-295. Synergy scores: CSS=-3.48, Synergy_ZIP=1.28, Synergy_Bliss=0.00791, Synergy_Loewe=-3.46, Synergy_HSA=-2.84. (3) Drug 1: C1=CC(=CC=C1CCC2=CNC3=C2C(=O)NC(=N3)N)C(=O)NC(CCC(=O)O)C(=O)O. Drug 2: C(CCl)NC(=O)N(CCCl)N=O. Cell line: RXF 393. Synergy scores: CSS=15.8, Synergy_ZIP=0.0113, Synergy_Bliss=4.25, Synergy_Loewe=-1.23, Synergy_HSA=3.77. (4) Drug 1: CC12CCC(CC1=CCC3C2CCC4(C3CC=C4C5=CN=CC=C5)C)O. Drug 2: CCC1=C2CN3C(=CC4=C(C3=O)COC(=O)C4(CC)O)C2=NC5=C1C=C(C=C5)O. Cell line: CAKI-1. Synergy scores: CSS=51.4, Synergy_ZIP=-1.95, Synergy_Bliss=-4.10, Synergy_Loewe=-6.57, Synergy_HSA=-2.12. (5) Drug 1: C1CCN(CC1)CCOC2=CC=C(C=C2)C(=O)C3=C(SC4=C3C=CC(=C4)O)C5=CC=C(C=C5)O. Drug 2: C1=NC(=NC(=O)N1C2C(C(C(O2)CO)O)O)N. Cell line: MDA-MB-435. Synergy scores: CSS=-1.23, Synergy_ZIP=3.91, Synergy_Bliss=6.95, Synergy_Loewe=-2.22, Synergy_HSA=-0.552. (6) Drug 1: C(CC(=O)O)C(=O)CN.Cl. Drug 2: COC1=C2C(=CC3=C1OC=C3)C=CC(=O)O2. Cell line: HCT-15. Synergy scores: CSS=-4.89, Synergy_ZIP=3.51, Synergy_Bliss=4.94, Synergy_Loewe=-2.46, Synergy_HSA=-0.443.